Dataset: Catalyst prediction with 721,799 reactions and 888 catalyst types from USPTO. Task: Predict which catalyst facilitates the given reaction. (1) Reactant: [CH2:1]([O:5][CH:6]1[CH2:11][CH2:10][C:9]([C:12]2[CH:17]=[CH:16][C:15](B(O)O)=[C:14]([F:21])[C:13]=2[F:22])=[CH:8][CH2:7]1)[CH2:2][CH2:3][CH3:4].C(O)(=[O:25])C.OO.S([O-])(O)=O.[Na+]. Product: [CH2:1]([O:5][CH:6]1[CH2:11][CH2:10][C:9]([C:12]2[CH:17]=[CH:16][C:15]([OH:25])=[C:14]([F:21])[C:13]=2[F:22])=[CH:8][CH2:7]1)[CH2:2][CH2:3][CH3:4]. The catalyst class is: 13. (2) Reactant: C[Si](Cl)(C)C.[H-].[Al+3].[Li+].[H-].[H-].[H-].[C:12]1([P:22]([C:36]2[C:45]3[C:40](=[CH:41][CH:42]=[CH:43][CH:44]=3)[CH:39]=[CH:38][CH:37]=2)[C:23]2[CH:28]=[CH:27][CH:26]=[CH:25][C:24]=2[P:29](OCC)OCC)[C:21]2[C:16](=[CH:17][CH:18]=[CH:19][CH:20]=2)[CH:15]=[CH:14][CH:13]=1.[OH-].[Na+]. Product: [C:12]1([P:22]([C:36]2[C:45]3[C:40](=[CH:41][CH:42]=[CH:43][CH:44]=3)[CH:39]=[CH:38][CH:37]=2)[C:23]2[CH:28]=[CH:27][CH:26]=[CH:25][C:24]=2[PH2:29])[C:21]2[C:16](=[CH:17][CH:18]=[CH:19][CH:20]=2)[CH:15]=[CH:14][CH:13]=1. The catalyst class is: 90. (3) Reactant: Cl.[Cl:2][C:3]1[CH:4]=[C:5]([C@H:10]2[CH2:15][CH2:14][NH:13][CH2:12][C@H:11]2[C:16]2[CH:21]=[CH:20][CH:19]=[CH:18][CH:17]=2)[CH:6]=[CH:7][C:8]=1[Cl:9].C(N(CC)CC)C.[F:29][C:30]([F:45])([F:44])[C:31]1[CH:32]=[C:33]([CH:37]=[C:38]([C:40]([F:43])([F:42])[F:41])[CH:39]=1)[C:34](Cl)=[O:35]. Product: [F:29][C:30]([F:44])([F:45])[C:31]1[CH:32]=[C:33]([C:34]([N:13]2[CH2:14][CH2:15][C@H:10]([C:5]3[CH:6]=[CH:7][C:8]([Cl:9])=[C:3]([Cl:2])[CH:4]=3)[C@H:11]([C:16]3[CH:21]=[CH:20][CH:19]=[CH:18][CH:17]=3)[CH2:12]2)=[O:35])[CH:37]=[C:38]([C:40]([F:41])([F:42])[F:43])[CH:39]=1. The catalyst class is: 46. (4) The catalyst class is: 6. Reactant: C[O:2][C:3]1[CH:4]=[C:5]([C:9](=[O:12])[CH2:10][CH3:11])[CH:6]=[CH:7][CH:8]=1.C(O)(=O)C.Br. Product: [OH:2][C:3]1[CH:4]=[C:5]([C:9](=[O:12])[CH2:10][CH3:11])[CH:6]=[CH:7][CH:8]=1. (5) Reactant: [CH3:1][O:2][C:3](=[O:12])[CH2:4][C:5]1[CH:10]=[CH:9][C:8](Br)=[CH:7][CH:6]=1.C1(P(C2CCCCC2)C2C=CC=CC=2C2C(OC)=CC=CC=2OC)CCCCC1.P([O-])([O-])([O-])=O.[K+].[K+].[K+].[CH2:50]([C:52]([OH:85])([CH2:83][CH3:84])[CH2:53][CH2:54][C:55]1[CH:60]=[CH:59][C:58]([C:61]([CH2:80][CH3:81])([C:64]2[CH:69]=[CH:68][C:67](B3OC(C)(C)C(C)(C)O3)=[C:66]([CH3:79])[CH:65]=2)[CH2:62][CH3:63])=[CH:57][C:56]=1[CH3:82])[CH3:51].C(=O)(O)[O-].[Na+]. Product: [CH3:1][O:2][C:3](=[O:12])[CH2:4][C:5]1[CH:10]=[CH:9][C:8]([C:67]2[CH:68]=[CH:69][C:64]([C:61]([CH2:62][CH3:63])([C:58]3[CH:59]=[CH:60][C:55]([CH2:54][CH2:53][C:52]([CH2:83][CH3:84])([OH:85])[CH2:50][CH3:51])=[C:56]([CH3:82])[CH:57]=3)[CH2:80][CH3:81])=[CH:65][C:66]=2[CH3:79])=[CH:7][CH:6]=1. The catalyst class is: 493.